From a dataset of Peptide-MHC class II binding affinity with 134,281 pairs from IEDB. Regression. Given a peptide amino acid sequence and an MHC pseudo amino acid sequence, predict their binding affinity value. This is MHC class II binding data. The peptide sequence is RMGERQLQKIERWFV. The MHC is DRB1_0404 with pseudo-sequence DRB1_0404. The binding affinity (normalized) is 0.637.